Dataset: Full USPTO retrosynthesis dataset with 1.9M reactions from patents (1976-2016). Task: Predict the reactants needed to synthesize the given product. (1) Given the product [NH3:5].[CH:9]([N:5]1[CH2:6][CH2:7][CH:2]([OH:1])[CH2:3][CH2:4]1)([CH3:11])[CH3:8], predict the reactants needed to synthesize it. The reactants are: [OH:1][CH:2]1[CH2:7][CH2:6][NH:5][CH2:4][CH2:3]1.[CH3:8][C:9]([CH3:11])=O.C(O)(=O)C.C(O[BH-](OC(=O)C)OC(=O)C)(=O)C.[Na+]. (2) Given the product [NH2:1][C:2]1[C:7]([C:8]([F:10])([F:11])[F:9])=[CH:6][C:5]([CH2:12][C@@H:13]([NH:19][C:20]([N:22]2[CH2:23][CH2:24][CH:25]([N:28]3[CH2:34][CH2:33][C:32]4[CH:35]=[CH:36][CH:37]=[CH:38][C:31]=4[NH:30][C:29]3=[O:39])[CH2:26][CH2:27]2)=[O:21])[C:14]([OH:16])=[O:15])=[CH:4][C:3]=1[Cl:40], predict the reactants needed to synthesize it. The reactants are: [NH2:1][C:2]1[C:7]([C:8]([F:11])([F:10])[F:9])=[CH:6][C:5]([CH2:12][C@@H:13]([NH:19][C:20]([N:22]2[CH2:27][CH2:26][CH:25]([N:28]3[CH2:34][CH2:33][C:32]4[CH:35]=[CH:36][CH:37]=[CH:38][C:31]=4[NH:30][C:29]3=[O:39])[CH2:24][CH2:23]2)=[O:21])[C:14]([O:16]CC)=[O:15])=[CH:4][C:3]=1[Cl:40].O.[OH-].[Li+]. (3) Given the product [Br:16][CH2:17][CH2:18][O:6][S:3]([C:2]([F:15])([F:14])[F:1])(=[O:4])=[O:5], predict the reactants needed to synthesize it. The reactants are: [F:1][C:2]([F:15])([F:14])[S:3]([O:6]S(C(F)(F)F)(=O)=O)(=[O:5])=[O:4].[Br:16][CH:17](O)[CH3:18].N1C(C)=CC=CC=1C. (4) Given the product [N:2]1([CH2:3][CH2:4][CH2:5][O:6][C:7]2[CH:8]=[CH:9][C:10]([C:13]3[CH:14]=[C:15]4[C:25]5[C:20](=[CH:21][N:22]=[C:23]([C:26]6[CH:27]=[N:28][CH:29]=[CH:30][CH:31]=6)[CH:24]=5)[NH:19][C:16]4=[N:17][CH:18]=3)=[CH:11][CH:12]=2)[CH2:1][CH2:46][O:45][CH2:44][CH2:32]1, predict the reactants needed to synthesize it. The reactants are: [CH3:1][N:2]([CH3:32])[CH2:3][CH2:4][CH2:5][O:6][C:7]1[CH:12]=[CH:11][C:10]([C:13]2[CH:14]=[C:15]3[C:25]4[C:20](=[CH:21][N:22]=[C:23]([C:26]5[CH:27]=[N:28][CH:29]=[CH:30][CH:31]=5)[CH:24]=4)[NH:19][C:16]3=[N:17][CH:18]=2)=[CH:9][CH:8]=1.CC1(C)C(C)(C)OB(C2C=C[C:44]([O:45][CH2:46]CCN3CCOCC3)=CC=2)O1.BrC1C=C2C3C(=CN=C(C4C=NC=CC=4)C=3)NC2=NC=1.